This data is from Reaction yield outcomes from USPTO patents with 853,638 reactions. The task is: Predict the reaction yield, written as a fraction of the theoretical maximum amount of product (1.0 means a 100% yield; for example, 0.34 means a 34% yield). (1) The reactants are [CH3:1][O:2][C:3]1[CH:8]=[CH:7][CH:6]=[CH:5][C:4]=1[Mg]Br.C1COCC1.[CH:16]12[O:21][CH:20]1[CH2:19][CH2:18][CH2:17]2.[NH4+].[Cl-]. The catalyst is [Cu]I. The product is [CH3:1][O:2][C:3]1[CH:8]=[CH:7][CH:6]=[CH:5][C:4]=1[CH:19]1[CH2:18][CH2:17][CH2:16][CH:20]1[OH:21]. The yield is 0.990. (2) The product is [Cl:1][C:2]1[C:7]([O:8][CH:11]([F:16])[F:15])=[CH:6][CH:5]=[CH:4][N:3]=1. The catalyst is CN(C=O)C. The reactants are [Cl:1][C:2]1[C:7]([OH:8])=[CH:6][CH:5]=[CH:4][N:3]=1.O.Cl[C:11]([F:16])([F:15])C([O-])=O.[Na+].C(=O)([O-])[O-].[K+].[K+]. The yield is 0.720. (3) The reactants are [CH3:1][C:2]1([CH3:20])[O:7][C:6]2[CH:8]=[CH:9][CH:10]=[C:11]([CH2:12][C:13](OC(C)(C)C)=[O:14])[C:5]=2[CH2:4][O:3]1.[Li+].[BH4-].CO. The catalyst is C1COCC1. The product is [CH3:1][C:2]1([CH3:20])[O:7][C:6]2[CH:8]=[CH:9][CH:10]=[C:11]([CH2:12][CH2:13][OH:14])[C:5]=2[CH2:4][O:3]1. The yield is 0.710. (4) The reactants are [F:1][C:2]1[CH:7]=[CH:6][C:5]([O:8][C:9]2[CH:14]=[CH:13][C:12]([N+:15]([O-])=O)=[CH:11][CH:10]=2)=[CH:4][C:3]=1[C:18]([F:21])([F:20])[F:19]. The catalyst is CO.[Pd]. The product is [F:1][C:2]1[CH:7]=[CH:6][C:5]([O:8][C:9]2[CH:10]=[CH:11][C:12]([NH2:15])=[CH:13][CH:14]=2)=[CH:4][C:3]=1[C:18]([F:19])([F:20])[F:21]. The yield is 0.950. (5) The reactants are [CH3:1][C:2]([CH3:12])=[CH:3][CH2:4][C:5]1[CH:10]=[CH:9][C:8]([OH:11])=[CH:7][CH:6]=1.[Al].[CH2:14]([CH:19]1[CH2:24][CH2:23][CH:22]([OH:25])[CH2:21][CH2:20]1)[CH2:15][CH:16]([CH3:18])[CH3:17]. The catalyst is [Fe].[Ni].[Ni].[Fe].O. The product is [CH2:4]([C@@H:5]1[CH2:6][CH2:7][C@H:8]([OH:11])[CH2:9][CH2:10]1)[CH2:3][CH:2]([CH3:12])[CH3:1].[CH2:14]([C@H:19]1[CH2:20][CH2:21][C@H:22]([OH:25])[CH2:23][CH2:24]1)[CH2:15][CH:16]([CH3:18])[CH3:17]. The yield is 0.331. (6) The reactants are [CH3:1][NH:2][CH3:3].[H-].[Na+].Cl[S:7]([CH:10]1[CH2:15][CH2:14][N:13]([C:16]([O:18][CH2:19][C:20]2[CH:25]=[CH:24][CH:23]=[CH:22][CH:21]=2)=[O:17])[CH2:12][CH2:11]1)(=[O:9])=[O:8].O. The catalyst is CN(C)C=O. The product is [CH3:1][N:2]([CH3:3])[S:7]([CH:10]1[CH2:11][CH2:12][N:13]([C:16]([O:18][CH2:19][C:20]2[CH:25]=[CH:24][CH:23]=[CH:22][CH:21]=2)=[O:17])[CH2:14][CH2:15]1)(=[O:8])=[O:9]. The yield is 0.800. (7) The yield is 0.630. The product is [OH:41][NH:42][C:21]([C@H:20]1[CH2:19][C@H:18]([S:25][C:26]2[CH:27]=[CH:28][CH:29]=[CH:30][CH:31]=2)[CH2:17][N:16]([C:32]([O:34][CH3:35])=[O:33])[C@@H:15]1[C:13]([N:10]1[CH2:9][CH2:8][N:7]([C:1]2[CH:6]=[CH:5][CH:4]=[CH:3][CH:2]=2)[CH2:12][CH2:11]1)=[O:14])=[O:23]. The catalyst is CO. The reactants are [C:1]1([N:7]2[CH2:12][CH2:11][N:10]([C:13]([C@@H:15]3[C@@H:20]([C:21]([O:23]C)=O)[CH2:19][C@H:18]([S:25][C:26]4[CH:31]=[CH:30][CH:29]=[CH:28][CH:27]=4)[CH2:17][N:16]3[C:32]([O:34][CH3:35])=[O:33])=[O:14])[CH2:9][CH2:8]2)[CH:6]=[CH:5][CH:4]=[CH:3][CH:2]=1.O1CCCC1.[OH:41][NH2:42].C[O-].[Na+].Cl. (8) The reactants are [NH:1]1[CH2:6][CH2:5][O:4][CH2:3][CH2:2]1.[CH2:7]([O:10][C:11](=[O:22])[C:12]1[CH:17]=[C:16]([N+:18]([O-:20])=[O:19])[CH:15]=[CH:14][C:13]=1F)[CH:8]=[CH2:9]. The catalyst is C(#N)C. The product is [N:1]1([C:13]2[CH:14]=[CH:15][C:16]([N+:18]([O-:20])=[O:19])=[CH:17][C:12]=2[C:11]([O:10][CH2:7][CH:8]=[CH2:9])=[O:22])[CH2:6][CH2:5][O:4][CH2:3][CH2:2]1. The yield is 0.990. (9) The reactants are [F:1][C:2]1[CH:3]=[C:4]([C:34]2[CH:39]=[CH:38][CH:37]=[CH:36][C:35]=2[C:40]2[NH:44][C:43](=[O:45])[O:42][N:41]=2)[CH:5]=[CH:6][C:7]=1[CH2:8][C:9]1[C:10](=[O:33])[N:11]([C:19]2[CH:24]=[CH:23][C:22]([O:25][CH:26]3[CH2:31][CH2:30][CH:29]([OH:32])[CH2:28][CH2:27]3)=[CH:21][CH:20]=2)[C:12]([CH3:18])=[N:13][C:14]=1[CH2:15][CH2:16][CH3:17].CC(OI1(OC(C)=O)(OC(C)=O)OC(=O)C2C1=CC=CC=2)=O.C(OCC)(=O)C.S([O-])([O-])(=O)=S.[Na+].[Na+]. The catalyst is C(Cl)Cl.O. The product is [F:1][C:2]1[CH:3]=[C:4]([C:34]2[CH:39]=[CH:38][CH:37]=[CH:36][C:35]=2[C:40]2[NH:44][C:43](=[O:45])[O:42][N:41]=2)[CH:5]=[CH:6][C:7]=1[CH2:8][C:9]1[C:10](=[O:33])[N:11]([C:19]2[CH:20]=[CH:21][C:22]([O:25][CH:26]3[CH2:31][CH2:30][C:29](=[O:32])[CH2:28][CH2:27]3)=[CH:23][CH:24]=2)[C:12]([CH3:18])=[N:13][C:14]=1[CH2:15][CH2:16][CH3:17]. The yield is 0.880.